From a dataset of Full USPTO retrosynthesis dataset with 1.9M reactions from patents (1976-2016). Predict the reactants needed to synthesize the given product. (1) Given the product [C:6]([O:10][C:11]([N:13]1[CH2:14][CH2:15][C:16]([CH2:21][CH2:22][O:23][S:2]([CH3:1])(=[O:4])=[O:3])([O:19][CH3:20])[CH2:17][CH2:18]1)=[O:12])([CH3:9])([CH3:8])[CH3:7], predict the reactants needed to synthesize it. The reactants are: [CH3:1][S:2](Cl)(=[O:4])=[O:3].[C:6]([O:10][C:11]([N:13]1[CH2:18][CH2:17][C:16]([CH2:21][CH2:22][OH:23])([O:19][CH3:20])[CH2:15][CH2:14]1)=[O:12])([CH3:9])([CH3:8])[CH3:7].C(N(CC)C(C)C)(C)C. (2) Given the product [C:1]([C:4]1[C:5](=[O:22])[N:6]([CH2:18][CH:19]([CH3:20])[CH3:21])[N:7]=[C:8]([C:10]2[CH:15]=[CH:14][C:13]([CH3:16])=[CH:12][CH:11]=2)[CH:9]=1)([OH:3])=[O:2], predict the reactants needed to synthesize it. The reactants are: [C:1]([C:4]1[C:5](=[O:22])[N:6]([CH2:18][CH:19]([CH3:21])[CH3:20])[N:7]=[C:8]([C:10]2[CH:15]=[CH:14][C:13]([CH3:16])=[C:12](F)[CH:11]=2)[CH:9]=1)([OH:3])=[O:2].C(N1C(=O)C(C(OC)=O)=CC(C2C=CC(C)=CC=2)=N1)C(C)C. (3) Given the product [CH:14]([O:13][C:10]1[CH:11]=[CH:12][C:7]([C:4]2[C:3]([CH3:18])=[C:2]3[O:1][CH2:20][CH2:21][N:6]3[N:5]=2)=[CH:8][C:9]=1[CH3:17])([CH3:15])[CH3:16], predict the reactants needed to synthesize it. The reactants are: [OH:1][C:2]1[NH:6][N:5]=[C:4]([C:7]2[CH:12]=[CH:11][C:10]([O:13][CH:14]([CH3:16])[CH3:15])=[C:9]([CH3:17])[CH:8]=2)[C:3]=1[CH3:18].Br[CH2:20][CH2:21]Br.C(=O)([O-])[O-].[K+].[K+].